Regression. Given a peptide amino acid sequence and an MHC pseudo amino acid sequence, predict their binding affinity value. This is MHC class II binding data. From a dataset of Peptide-MHC class II binding affinity with 134,281 pairs from IEDB. The binding affinity (normalized) is 0.107. The peptide sequence is WEQIFSTWLLKPGAG. The MHC is DRB1_0301 with pseudo-sequence DRB1_0301.